From a dataset of Forward reaction prediction with 1.9M reactions from USPTO patents (1976-2016). Predict the product of the given reaction. (1) Given the reactants [Cl:1][C:2]1[N:7]=[C:6]([CH2:8][OH:9])[CH:5]=[N:4][C:3]=1[C:10]1[CH:15]=[C:14]([O:16][CH3:17])[CH:13]=[CH:12][C:11]=1[F:18].N1C=CN=C1.[CH3:24][C:25]([Si:28](Cl)([CH3:30])[CH3:29])([CH3:27])[CH3:26], predict the reaction product. The product is: [Si:28]([O:9][CH2:8][C:6]1[N:7]=[C:2]([Cl:1])[C:3]([C:10]2[CH:15]=[C:14]([O:16][CH3:17])[CH:13]=[CH:12][C:11]=2[F:18])=[N:4][CH:5]=1)([C:25]([CH3:27])([CH3:26])[CH3:24])([CH3:30])[CH3:29]. (2) Given the reactants [CH2:1]([O:3][C:4]([C:6]1[C:7]([OH:26])=[C:8]2[CH:16]=[CH:15][N:14]([CH2:17][C:18]3[CH:23]=[CH:22][C:21](F)=[C:20]([F:25])[CH:19]=3)[C:9]2=[C:10]([C:12]#[N:13])[N:11]=1)=[O:5])[CH3:2].[C:27](OC(=O)C)(=[O:29])[CH3:28], predict the reaction product. The product is: [CH2:1]([O:3][C:4]([C:6]1[C:7]([O:26][C:27](=[O:29])[CH3:28])=[C:8]2[CH:16]=[CH:15][N:14]([CH2:17][C:18]3[CH:23]=[CH:22][CH:21]=[C:20]([F:25])[CH:19]=3)[C:9]2=[C:10]([C:12]#[N:13])[N:11]=1)=[O:5])[CH3:2]. (3) Given the reactants [CH2:1]([OH:8])[C:2]1[CH:7]=[CH:6][CH:5]=[CH:4][CH:3]=1.C(N(CC)CC)C.F[C:17]1[C:18]([C:24]#[N:25])=[N:19][C:20]([F:23])=[CH:21][N:22]=1, predict the reaction product. The product is: [CH2:1]([O:8][C:17]1[C:18]([C:24]#[N:25])=[N:19][C:20]([F:23])=[CH:21][N:22]=1)[C:2]1[CH:7]=[CH:6][CH:5]=[CH:4][CH:3]=1. (4) Given the reactants [CH2:1]([O:4][C:5]1([CH3:35])[CH2:10][CH2:9][N:8]([C:11]2[N:16]3[N:17]=[C:18]([C:20]4[CH:25]=[CH:24][CH:23]=[C:22]([Br:26])[CH:21]=4)[CH:19]=[C:15]3[N:14]=[C:13]([CH3:27])[C:12]=2[CH:28]([OH:34])[C:29]([O:31][CH2:32][CH3:33])=[O:30])[CH2:7][CH2:6]1)[CH:2]=[CH2:3].CC(OI1(OC(C)=O)(OC(C)=O)OC(=O)C2C=CC=CC1=2)=O, predict the reaction product. The product is: [CH2:1]([O:4][C:5]1([CH3:35])[CH2:10][CH2:9][N:8]([C:11]2[N:16]3[N:17]=[C:18]([C:20]4[CH:25]=[CH:24][CH:23]=[C:22]([Br:26])[CH:21]=4)[CH:19]=[C:15]3[N:14]=[C:13]([CH3:27])[C:12]=2[C:28](=[O:34])[C:29]([O:31][CH2:32][CH3:33])=[O:30])[CH2:7][CH2:6]1)[CH:2]=[CH2:3]. (5) Given the reactants C([O:4][C@H:5]([CH3:23])[CH2:6][CH2:7][CH2:8][CH2:9][N:10]1[C:19](=[O:20])[C:18]2[C:14](=[N:15][N:16]([CH3:21])[N:17]=2)[N:13]([CH3:22])[C:11]1=[O:12])(=O)C.Cl.C(OCC)C, predict the reaction product. The product is: [CH3:22][N:13]1[C:14]2[C:18](=[N:17][N:16]([CH3:21])[N:15]=2)[C:19](=[O:20])[N:10]([CH2:9][CH2:8][CH2:7][CH2:6][C@H:5]([OH:4])[CH3:23])[C:11]1=[O:12]. (6) Given the reactants [NH:1]([C:32]([O:34][C:35]([CH3:38])([CH3:37])[CH3:36])=[O:33])[C@@H:2]([C:22]([O:24][CH2:25]C1C=CC=CC=1)=[O:23])[CH2:3][CH2:4][C:5]([NH:7][C@@H:8]([C:19]([OH:21])=[O:20])[CH2:9][C:10]1[C:18]2[C:13](=[CH:14][CH:15]=[CH:16][CH:17]=2)[NH:12][CH:11]=1)=[O:6].C[O-].[Na+].C(O)(=O)C, predict the reaction product. The product is: [NH:1]([C:32]([O:34][C:35]([CH3:38])([CH3:37])[CH3:36])=[O:33])[C@@H:2]([C:22]([O:24][CH3:25])=[O:23])[CH2:3][CH2:4][C:5]([NH:7][C@@H:8]([C:19]([OH:21])=[O:20])[CH2:9][C:10]1[C:18]2[C:13](=[CH:14][CH:15]=[CH:16][CH:17]=2)[NH:12][CH:11]=1)=[O:6]. (7) Given the reactants [CH:1]([NH2:4])([CH3:3])[CH3:2].Cl[C:6]1[N:11]=[CH:10][C:9]([C:12]#[C:13][C:14]2[CH:19]=[CH:18][C:17]([CH:20]([CH3:26])[C:21]([NH:23][CH2:24][CH3:25])=[O:22])=[CH:16][CH:15]=2)=[CH:8][N:7]=1.CCN(C(C)C)C(C)C, predict the reaction product. The product is: [CH2:24]([NH:23][C:21](=[O:22])[CH:20]([C:17]1[CH:16]=[CH:15][C:14]([C:13]#[C:12][C:9]2[CH:8]=[N:7][C:6]([NH:4][CH:1]([CH3:3])[CH3:2])=[N:11][CH:10]=2)=[CH:19][CH:18]=1)[CH3:26])[CH3:25]. (8) Given the reactants [C:1]([C:4]1[C:5]([O-])=[N:6][C:7]([C:10]2[C:18]3[C:13](=[CH:14][CH:15]=[CH:16][CH:17]=3)[N:12]([CH2:19][C:20]3[CH:25]=[CH:24][CH:23]=[CH:22][C:21]=3[F:26])[N:11]=2)=[N:8][CH:9]=1)(=O)[NH2:2].[Na+].P(Cl)(Cl)([Cl:31])=O.C(N(CC)C1C=CC=CC=1)C, predict the reaction product. The product is: [Cl:31][C:5]1[C:4]([C:1]#[N:2])=[CH:9][N:8]=[C:7]([C:10]2[C:18]3[C:13](=[CH:14][CH:15]=[CH:16][CH:17]=3)[N:12]([CH2:19][C:20]3[CH:25]=[CH:24][CH:23]=[CH:22][C:21]=3[F:26])[N:11]=2)[N:6]=1. (9) Given the reactants C([OH:3])C.[OH-].[Na+].OO.[OH:8][C:9]1([CH2:16][CH2:17][NH:18][C:19]2[CH:26]=[C:25]([N:27]3[C:35]4[C:30](=[C:31]([C:36]5[CH:37]=[N:38][C:39]6[C:44]([CH:45]=5)=[CH:43][CH:42]=[CH:41][CH:40]=6)[CH:32]=[CH:33][CH:34]=4)[C:29]([CH3:46])=[N:28]3)[CH:24]=[CH:23][C:20]=2[C:21]#[N:22])[CH2:14][CH2:13][N:12]([CH3:15])[CH2:11][CH2:10]1, predict the reaction product. The product is: [OH:8][C:9]1([CH2:16][CH2:17][NH:18][C:19]2[CH:26]=[C:25]([N:27]3[C:35]4[C:30](=[C:31]([C:36]5[CH:37]=[N:38][C:39]6[C:44]([CH:45]=5)=[CH:43][CH:42]=[CH:41][CH:40]=6)[CH:32]=[CH:33][CH:34]=4)[C:29]([CH3:46])=[N:28]3)[CH:24]=[CH:23][C:20]=2[C:21]([NH2:22])=[O:3])[CH2:14][CH2:13][N:12]([CH3:15])[CH2:11][CH2:10]1.